From a dataset of Full USPTO retrosynthesis dataset with 1.9M reactions from patents (1976-2016). Predict the reactants needed to synthesize the given product. (1) Given the product [CH2:1]([O:3][C:4]1[C:5]([C:20]2[CH:25]=[CH:24][C:23]([CH2:26][C:27]([NH:29][C:30]3[O:34][N:33]=[C:32]([C:35]([CH3:41])([CH3:40])[C:36]([F:38])([F:39])[F:37])[CH:31]=3)=[O:28])=[C:22]([F:42])[CH:21]=2)=[CH:6][NH:7][C:8](=[O:10])[CH:9]=1)[CH3:2], predict the reactants needed to synthesize it. The reactants are: [CH2:1]([O:3][C:4]1[CH:9]=[C:8]([O:10]CC2C=CC(OC)=CC=2)[N:7]=[CH:6][C:5]=1[C:20]1[CH:25]=[CH:24][C:23]([CH2:26][C:27]([NH:29][C:30]2[O:34][N:33]=[C:32]([C:35]([CH3:41])([CH3:40])[C:36]([F:39])([F:38])[F:37])[CH:31]=2)=[O:28])=[C:22]([F:42])[CH:21]=1)[CH3:2]. (2) Given the product [CH2:1]([O:3][C:4](=[O:23])/[CH:5]=[C:6]1/[C:16]2[CH:17]=[CH:18][C:19]([F:21])=[CH:20][C:15]=2[O:14][CH2:13][C:8]2[CH:9]=[CH:10][CH:11]=[CH:12][C:7]/1=2)[CH3:2], predict the reactants needed to synthesize it. The reactants are: [CH2:1]([O:3][C:4](=[O:23])[CH:5]=[CH:6][C:7]1[CH:12]=[CH:11][CH:10]=[CH:9][C:8]=1[CH2:13][O:14][C:15]1[CH:20]=[C:19]([F:21])[CH:18]=[CH:17][C:16]=1Br)[CH3:2].C([O-])(=O)C.[Na+]. (3) Given the product [CH2:1]([O:5][CH:6]([O:8][NH:9][C:10](=[O:11])[CH2:12][CH2:13][CH2:14][CH2:15][CH2:16][CH2:17][C:18]([NH:31][C:28]1[CH:29]=[CH:30][C:25]([CH2:24][OH:23])=[CH:26][CH:27]=1)=[O:20])[CH3:7])[CH:2]([CH3:3])[CH3:4], predict the reactants needed to synthesize it. The reactants are: [CH2:1]([O:5][CH:6]([O:8][NH:9][C:10]([CH2:12][CH2:13][CH2:14][CH2:15][CH2:16][CH2:17][C:18]([OH:20])=O)=[O:11])[CH3:7])[CH:2]([CH3:4])[CH3:3].C[Si](C)(C)[O:23][CH2:24][C:25]1[CH:30]=[CH:29][C:28]([NH2:31])=[CH:27][CH:26]=1.C1CN([P+](Br)(N2CCCC2)N2CCCC2)CC1.F[P-](F)(F)(F)(F)F.CCN(C(C)C)C(C)C. (4) Given the product [F:7][C:8]1[CH:13]=[CH:12][CH:11]=[CH:10][C:9]=1[N:14]1[C:18]([O:19][CH3:20])=[CH:17][C:16]([C:21]([NH:23][C@H:24]([C:29]2[CH:34]=[CH:33][CH:32]=[CH:31][C:30]=2[CH3:35])[CH2:25][C:26]([NH2:36])=[O:28])=[O:22])=[N:15]1, predict the reactants needed to synthesize it. The reactants are: C(Cl)(=O)C(Cl)=O.[F:7][C:8]1[CH:13]=[CH:12][CH:11]=[CH:10][C:9]=1[N:14]1[C:18]([O:19][CH3:20])=[CH:17][C:16]([C:21]([NH:23][C@H:24]([C:29]2[CH:34]=[CH:33][CH:32]=[CH:31][C:30]=2[CH3:35])[CH2:25][C:26]([OH:28])=O)=[O:22])=[N:15]1.[NH3:36]. (5) Given the product [OH:29][CH2:28][CH2:27][O:26][CH2:25][CH2:24][O:23][CH2:22][CH2:21][O:1][C:2]1[CH:19]=[CH:18][C:5](/[CH:6]=[C:7]2\[O:8][C:9]3[CH:16]=[CH:15][C:14]([I:17])=[CH:13][C:10]=3[C:11]\2=[O:12])=[CH:4][CH:3]=1, predict the reactants needed to synthesize it. The reactants are: [OH:1][C:2]1[CH:19]=[CH:18][C:5](/[CH:6]=[C:7]2\[O:8][C:9]3[CH:16]=[CH:15][C:14]([I:17])=[CH:13][C:10]=3[C:11]\2=[O:12])=[CH:4][CH:3]=1.Cl[CH2:21][CH2:22][O:23][CH2:24][CH2:25][O:26][CH2:27][CH2:28][OH:29].C(=O)([O-])[O-].[K+].[K+]. (6) Given the product [Cl:21][C:22]1[C:23]([O:30][C:31]2[CH:36]=[CH:35][N:34]=[CH:33][C:32]=2[C:37]2[CH:38]=[N:39][N:40]([CH3:42])[CH:41]=2)=[CH:24][C:25]([F:29])=[C:26]([NH:28][C:18]([C:5]2[C:6](=[O:17])[N:7]([C:10]3[CH:15]=[CH:14][C:13]([F:16])=[CH:12][CH:11]=3)[CH:8]=[CH:9][C:4]=2[O:3][CH2:1][CH3:2])=[O:19])[CH:27]=1, predict the reactants needed to synthesize it. The reactants are: [CH2:1]([O:3][C:4]1[CH:9]=[CH:8][N:7]([C:10]2[CH:15]=[CH:14][C:13]([F:16])=[CH:12][CH:11]=2)[C:6](=[O:17])[C:5]=1[C:18](Cl)=[O:19])[CH3:2].[Cl:21][C:22]1[C:23]([O:30][C:31]2[CH:36]=[CH:35][N:34]=[CH:33][C:32]=2[C:37]2[CH:38]=[N:39][N:40]([CH3:42])[CH:41]=2)=[CH:24][C:25]([F:29])=[C:26]([NH2:28])[CH:27]=1.